From a dataset of Forward reaction prediction with 1.9M reactions from USPTO patents (1976-2016). Predict the product of the given reaction. (1) Given the reactants [O:1]=[S:2]1(=[O:20])[CH2:6][CH2:5][CH:4]([N:7]2[CH2:12][CH2:11][N:10]([C:13]3[N:18]=[CH:17][N:16]=[C:15]([NH2:19])[CH:14]=3)[CH2:9][CH2:8]2)[CH2:3]1.[H-].[Na+].Cl[C:24]1[S:25][C:26]([C:29]#[N:30])=[CH:27][N:28]=1, predict the reaction product. The product is: [O:20]=[S:2]1(=[O:1])[CH2:6][CH2:5][CH:4]([N:7]2[CH2:8][CH2:9][N:10]([C:13]3[N:18]=[CH:17][N:16]=[C:15]([NH:19][C:24]4[S:25][C:26]([C:29]#[N:30])=[CH:27][N:28]=4)[CH:14]=3)[CH2:11][CH2:12]2)[CH2:3]1. (2) Given the reactants [CH3:1][O:2][C:3]1[CH:34]=[C:33]([O:35][CH3:36])[CH:32]=[CH:31][C:4]=1[CH2:5][N:6]1[CH2:15][CH2:14][C:13]2[C:12](=[O:16])[N:11]([C:17]3[CH:22]=[CH:21][C:20]([O:23][CH2:24][C:25]([F:28])([F:27])[F:26])=[CH:19][CH:18]=3)[C:10](=[S:29])[NH:9][C:8]=2[C:7]1=[O:30].[OH-].[Na+].I[CH2:40][CH3:41].Cl, predict the reaction product. The product is: [CH3:1][O:2][C:3]1[CH:34]=[C:33]([O:35][CH3:36])[CH:32]=[CH:31][C:4]=1[CH2:5][N:6]1[CH2:15][CH2:14][C:13]2[C:12](=[O:16])[N:11]([C:17]3[CH:18]=[CH:19][C:20]([O:23][CH2:24][C:25]([F:28])([F:27])[F:26])=[CH:21][CH:22]=3)[C:10]([S:29][CH2:40][CH3:41])=[N:9][C:8]=2[C:7]1=[O:30].